From a dataset of Ames mutagenicity test results for genotoxicity prediction. Regression/Classification. Given a drug SMILES string, predict its toxicity properties. Task type varies by dataset: regression for continuous values (e.g., LD50, hERG inhibition percentage) or binary classification for toxic/non-toxic outcomes (e.g., AMES mutagenicity, cardiotoxicity, hepatotoxicity). Dataset: ames. (1) The drug is CCOC(=O)C(Cl)C(C)=O. The result is 0 (non-mutagenic). (2) The drug is C=CCNCC=C. The result is 0 (non-mutagenic).